This data is from Reaction yield outcomes from USPTO patents with 853,638 reactions. The task is: Predict the reaction yield, written as a fraction of the theoretical maximum amount of product (1.0 means a 100% yield; for example, 0.34 means a 34% yield). (1) The reactants are [Br-].[C:2]([CH2:4][P+](C1C=CC=CC=1)(C1C=CC=CC=1)C1C=CC=CC=1)#[N:3].[OH-].[Na+].[F:26][C:27]([F:44])([F:43])[C:28]1[CH:29]=[C:30]([CH:40]=[CH:41][CH:42]=1)[O:31][C:32]1[CH:39]=[CH:38][C:35]([CH:36]=O)=[CH:34][CH:33]=1. The catalyst is O.C(Cl)Cl. The product is [F:26][C:27]([F:44])([F:43])[C:28]1[CH:29]=[C:30]([CH:40]=[CH:41][CH:42]=1)[O:31][C:32]1[CH:39]=[CH:38][C:35]([CH:36]=[CH:4][C:2]#[N:3])=[CH:34][CH:33]=1. The yield is 0.920. (2) The yield is 0.690. The reactants are [Br:1][C:2]1[CH:11]=[CH:10][CH:9]=[C:8]2[C:3]=1[CH:4](O)[CH2:5][N:6]([C:12]([O:14][C:15]([CH3:18])([CH3:17])[CH3:16])=[O:13])[CH2:7]2.C(N(S(F)(F)[F:26])CC)C.C([O-])(O)=O.[Na+]. The catalyst is C(Cl)Cl. The product is [Br:1][C:2]1[CH:11]=[CH:10][CH:9]=[C:8]2[C:3]=1[CH:4]([F:26])[CH2:5][N:6]([C:12]([O:14][C:15]([CH3:18])([CH3:17])[CH3:16])=[O:13])[CH2:7]2. (3) The reactants are [CH:1]([C:4]1[C:9](=[O:10])[NH:8][C:7](=[O:11])[NH:6][C:5]=1[C:12]([C:14]1[CH:15]=[C:16]([CH:19]=[C:20]([CH3:22])[CH:21]=1)[C:17]#[N:18])=[O:13])([CH3:3])[CH3:2].C(=O)([O-])[O-].[K+].[K+].I[CH2:30][CH2:31][CH2:32][CH3:33]. The catalyst is CN(C=O)C. The product is [CH2:30]([N:6]1[C:5]([C:12]([C:14]2[CH:15]=[C:16]([CH:19]=[C:20]([CH3:22])[CH:21]=2)[C:17]#[N:18])=[O:13])=[C:4]([CH:1]([CH3:3])[CH3:2])[C:9](=[O:10])[NH:8][C:7]1=[O:11])[CH2:31][CH2:32][CH3:33]. The yield is 0.500.